From a dataset of Full USPTO retrosynthesis dataset with 1.9M reactions from patents (1976-2016). Predict the reactants needed to synthesize the given product. (1) The reactants are: [CH:1]1([C:7]2[CH:8]=[C:9]([C:17]3[N:22]=[CH:21][C:20]([CH:23]=O)=[CH:19][CH:18]=3)[CH:10]=[C:11]([N+:14]([O-:16])=[O:15])[C:12]=2[OH:13])[CH2:6][CH2:5][CH2:4][CH2:3][CH2:2]1.N1CCCCC1.C(O)(=O)C.[S:35]1[CH2:39][C:38](=[O:40])[NH:37][C:36]1=[O:41]. Given the product [CH:1]1([C:7]2[CH:8]=[C:9]([C:17]3[N:22]=[CH:21][C:20]([CH:23]=[C:39]4[S:35][C:36](=[O:41])[NH:37][C:38]4=[O:40])=[CH:19][CH:18]=3)[CH:10]=[C:11]([N+:14]([O-:16])=[O:15])[C:12]=2[OH:13])[CH2:6][CH2:5][CH2:4][CH2:3][CH2:2]1, predict the reactants needed to synthesize it. (2) Given the product [CH:18]1([CH2:17][N:36]2[CH2:37][CH2:38][N:34]([C:26]3[S:27][C:28]([C:29]([O:31][CH2:32][CH3:33])=[O:30])=[C:24]([CH3:23])[N:25]=3)[C:35]2=[O:39])[CH2:19][CH2:20][CH2:21][CH2:22]1, predict the reactants needed to synthesize it. The reactants are: C1(CBr)CC1.CC1C=CC(S(O[CH2:17][CH:18]2[CH2:22][CH2:21][CH2:20][CH2:19]2)(=O)=O)=CC=1.[CH3:23][C:24]1[N:25]=[C:26]([N:34]2[CH2:38][CH2:37][NH:36][C:35]2=[O:39])[S:27][C:28]=1[C:29]([O:31][CH2:32][CH3:33])=[O:30]. (3) Given the product [Br:1][C:2]1[NH:3][CH:4]=[C:5]([N+:7]([O-:9])=[O:8])[N:6]=1, predict the reactants needed to synthesize it. The reactants are: [Br:1][C:2]1[N:3](COC)[CH:4]=[C:5]([N+:7]([O-:9])=[O:8])[N:6]=1.Cl. (4) Given the product [NH2:1][C:2]1[N:3]=[C:4]([NH:29][CH2:28][C:22]2[C:21]([CH3:20])=[CH:26][C:25]([CH3:27])=[CH:24][N:23]=2)[C:5]([C:13]#[N:14])=[C:6]([C:8]2[O:9][CH:10]=[CH:11][CH:12]=2)[N:7]=1, predict the reactants needed to synthesize it. The reactants are: [NH2:1][C:2]1[N:7]=[C:6]([C:8]2[O:9][CH:10]=[CH:11][CH:12]=2)[C:5]([C:13]#[N:14])=[C:4](S(C)=O)[N:3]=1.Cl.Cl.[CH3:20][C:21]1[C:22]([CH2:28][NH2:29])=[N:23][CH:24]=[C:25]([CH3:27])[CH:26]=1.C1CCN2C(=NCCC2)CC1.